This data is from Reaction yield outcomes from USPTO patents with 853,638 reactions. The task is: Predict the reaction yield, written as a fraction of the theoretical maximum amount of product (1.0 means a 100% yield; for example, 0.34 means a 34% yield). (1) The yield is 1.00. The catalyst is O1CCCC1.[OH-].[OH-].[Pd+2]. The product is [OH:8][C:9]1[CH:14]=[CH:13][N:12]([CH2:15][CH2:16][CH:17]([CH3:18])[CH3:19])[C:11](=[O:20])[CH:10]=1. The reactants are C([O:8][C:9]1[CH:14]=[CH:13][N:12]([CH2:15][CH2:16][CH:17]([CH3:19])[CH3:18])[C:11](=[O:20])[CH:10]=1)C1C=CC=CC=1.C([O-])=O.[NH4+]. (2) The reactants are [C:1]1([CH3:9])[CH:6]=[CH:5][C:4]([CH:7]=O)=[CH:3][CH:2]=1.CO[CH:12](OC)[CH2:13][NH2:14].ClC(OCC)=O.P(OCC)(OCC)OCC. The catalyst is [Ti](Cl)(Cl)(Cl)Cl.C(Cl)(Cl)Cl. The product is [CH3:9][C:1]1[CH:6]=[C:5]2[C:4](=[CH:3][CH:2]=1)[CH:7]=[N:14][CH:13]=[CH:12]2. The yield is 0.660. (3) The reactants are [N:1]([CH2:4][C:5]([C:13]1[CH:18]=[CH:17][C:16]([F:19])=[CH:15][C:14]=1[F:20])([OH:12])[CH2:6][N:7]1[CH:11]=[N:10][CH:9]=[N:8]1)=[N+:2]=[N-:3].[CH2:21]([O:24][C:25]1[CH:32]=[CH:31][C:28]([CH:29]=[O:30])=[CH:27][CH:26]=1)[C:22]#[CH:23].O=C1O[C@H]([C@H](CO)O)C([O-])=C1O.[Na+]. The catalyst is CN(C)C=O.O.S([O-])([O-])(=O)=O.[Cu+2]. The product is [F:20][C:14]1[CH:15]=[C:16]([F:19])[CH:17]=[CH:18][C:13]=1[C:5]([OH:12])([CH2:6][N:7]1[CH:11]=[N:10][CH:9]=[N:8]1)[CH2:4][N:1]1[CH:23]=[C:22]([CH2:21][O:24][C:25]2[CH:26]=[CH:27][C:28]([CH:29]=[O:30])=[CH:31][CH:32]=2)[N:3]=[N:2]1. The yield is 0.923. (4) The reactants are [Cl:1][C:2]1[CH:3]=[C:4]([C:27]([C:29]2[CH:34]=[C:33]([Cl:35])[C:32]([OH:36])=[CH:31][C:30]=2[O:37]C)=[O:28])[N:5]([C:8]2[C:12]([Cl:13])=[C:11]([Cl:14])[NH:10][C:9]=2[C:15]([C:17]2[CH:22]=[C:21]([Cl:23])[C:20]([OH:24])=[CH:19][C:18]=2[O:25]C)=[O:16])[C:6]=1[Cl:7].B(Br)(Br)Br. The catalyst is C(Cl)Cl. The product is [Cl:1][C:2]1[CH:3]=[C:4]([C:27]([C:29]2[CH:34]=[C:33]([Cl:35])[C:32]([OH:36])=[CH:31][C:30]=2[OH:37])=[O:28])[N:5]([C:8]2[C:12]([Cl:13])=[C:11]([Cl:14])[NH:10][C:9]=2[C:15]([C:17]2[CH:22]=[C:21]([Cl:23])[C:20]([OH:24])=[CH:19][C:18]=2[OH:25])=[O:16])[C:6]=1[Cl:7]. The yield is 0.850. (5) The reactants are C([O:3][C:4](=[O:18])[CH2:5][C:6]1[N:7]([CH2:11][C:12]2[CH:17]=[CH:16][CH:15]=[CH:14][CH:13]=2)[CH:8]=[N:9][CH:10]=1)C.[OH-].[Na+].Cl. The catalyst is CO.O1CCCC1. The product is [CH2:11]([N:7]1[C:6]([CH2:5][C:4]([OH:18])=[O:3])=[CH:10][N:9]=[CH:8]1)[C:12]1[CH:17]=[CH:16][CH:15]=[CH:14][CH:13]=1. The yield is 1.00. (6) The reactants are [N:1]([O-])=O.[Na+].[F:5][C:6]1[CH:12]=[C:11]([O:13][C:14]([F:17])([F:16])[F:15])[CH:10]=[CH:9][C:7]=1[NH2:8].Cl.[CH3:19][O:20][CH2:21][C:22](=[O:28])[CH2:23][C:24]([O:26][CH3:27])=[O:25].C([O-])(=O)C.[Na+]. The catalyst is O.CO. The product is [F:5][C:6]1[CH:12]=[C:11]([O:13][C:14]([F:15])([F:16])[F:17])[CH:10]=[CH:9][C:7]=1[NH:8][N:1]=[C:23]([C:22](=[O:28])[CH2:21][O:20][CH3:19])[C:24]([O:26][CH3:27])=[O:25]. The yield is 0.580. (7) The catalyst is C1(C)C=CC=CC=1. The product is [CH2:22]1[C:23]2[C:28](=[CH:27][CH:26]=[CH:25][CH:24]=2)[CH2:20][CH:21]1[CH2:29][C:30]([NH:32][CH2:3][C@@H:2]([OH:1])[CH2:4][O:5][C@@H:6]([C:8]1[CH:13]=[CH:12][CH:11]=[CH:10][C:9]=1/[CH:14]=[CH:15]/[C:16]([O:18][CH3:19])=[O:17])[CH3:7])([CH3:31])[CH3:33]. The yield is 0.370. The reactants are [O:1]1[CH2:3][C@@H:2]1[CH2:4][O:5][C@@H:6]([C:8]1[CH:13]=[CH:12][CH:11]=[CH:10][C:9]=1/[CH:14]=[CH:15]/[C:16]([O:18][CH3:19])=[O:17])[CH3:7].[CH2:20]1[C:28]2[C:23](=[CH:24][CH:25]=[CH:26][CH:27]=2)[CH2:22][CH:21]1[CH2:29][C:30]([CH3:33])([NH2:32])[CH3:31].Cl([O-])(=O)(=O)=O.[Li+].O.